Dataset: Peptide-MHC class I binding affinity with 185,985 pairs from IEDB/IMGT. Task: Regression. Given a peptide amino acid sequence and an MHC pseudo amino acid sequence, predict their binding affinity value. This is MHC class I binding data. (1) The peptide sequence is RKRLMSMVK. The MHC is HLA-B15:17 with pseudo-sequence HLA-B15:17. The binding affinity (normalized) is 0.0847. (2) The peptide sequence is ALGMSLNF. The MHC is Mamu-B17 with pseudo-sequence Mamu-B17. The binding affinity (normalized) is 0.0940. (3) The peptide sequence is EMKAPFSSLK. The binding affinity (normalized) is 0.465. The MHC is HLA-A03:01 with pseudo-sequence HLA-A03:01. (4) The peptide sequence is LSLSLGAHQK. The MHC is HLA-B07:02 with pseudo-sequence HLA-B07:02. The binding affinity (normalized) is 0. (5) The peptide sequence is LQQCFSDL. The MHC is H-2-Kb with pseudo-sequence H-2-Kb. The binding affinity (normalized) is 0.531. (6) The peptide sequence is KYYNDILKL. The MHC is HLA-B15:01 with pseudo-sequence HLA-B15:01. The binding affinity (normalized) is 0.0847. (7) The peptide sequence is CRFPRAHKYQV. The MHC is HLA-B27:05 with pseudo-sequence HLA-B27:05. The binding affinity (normalized) is 0.584.